The task is: Predict the product of the given reaction.. This data is from Forward reaction prediction with 1.9M reactions from USPTO patents (1976-2016). (1) Given the reactants [Br:1][C:2]1[CH:3]=[C:4]([C:9]([OH:11])=[O:10])[C:5](Cl)=[N:6][CH:7]=1.[N:12]1([CH2:17][CH2:18]O)[CH:16]=[CH:15][N:14]=[CH:13]1.CC(C)([O-:23])C.[Na+], predict the reaction product. The product is: [Br:1][C:2]1[CH:3]=[C:4]([C:9]([OH:11])=[O:10])[C:5]([O:23][CH:17]([N:12]2[CH:16]=[CH:15][N:14]=[CH:13]2)[CH3:18])=[N:6][CH:7]=1. (2) Given the reactants [CH2:1]([OH:11])[CH:2]([OH:10])[CH2:3][O:4][CH2:5][CH:6]([OH:9])[CH2:7][OH:8].[CH:12](=O)[CH2:13][CH2:14][CH2:15][CH2:16][CH2:17][CH3:18], predict the reaction product. The product is: [OH:9][CH:6]([CH2:7][O:8][CH2:12][CH2:13][CH2:14][CH2:15][CH2:16][CH2:17][CH3:18])[CH2:5][O:4][CH2:3][CH:2]([OH:10])[CH2:1][OH:11]. (3) Given the reactants [OH-:1].[Ca+2:2].[OH-].[C:4]([OH:12])(=[O:11])[CH:5]([CH2:7][C:8]([OH:10])=[O:9])[OH:6], predict the reaction product. The product is: [C:4]([O:12][OH:1])(=[O:11])[CH:5]([CH2:7][C:8]([O-:10])=[O:9])[OH:6].[Ca+2:2].[Ca+2:2].[OH:1][O:11][C:4](=[O:12])[CH:5]([CH2:7][C:8]([O-:10])=[O:9])[OH:6].[OH:1][O:11][C:4](=[O:12])[CH:5]([CH2:7][C:8]([O-:10])=[O:9])[OH:6].[OH:1][O:11][C:4](=[O:12])[CH:5]([CH2:7][C:8]([O-:10])=[O:9])[OH:6]. (4) Given the reactants Br[C:2]1[CH:3]=[CH:4][C:5]([C:8]([O:10][CH3:11])=[O:9])=[N:6][CH:7]=1.[OH:12][CH2:13][C:14]1[CH:19]=[CH:18][C:17](B(O)O)=[CH:16][CH:15]=1.C1(P(C2CCCCC2)C2C=CC=CC=2C2C=CC=CC=2)CCCCC1.[F-].[K+], predict the reaction product. The product is: [CH3:11][O:10][C:8]([C:5]1[CH:4]=[CH:3][C:2]([C:17]2[CH:18]=[CH:19][C:14]([CH2:13][OH:12])=[CH:15][CH:16]=2)=[CH:7][N:6]=1)=[O:9].